Dataset: Forward reaction prediction with 1.9M reactions from USPTO patents (1976-2016). Task: Predict the product of the given reaction. (1) Given the reactants [NH3:1].[CH2:2]([O:4][C:5]([C:7]1[C:8]2[S:16][CH:15]=[C:14]([CH2:17][O:18][C:19]3[C:24]([F:25])=[CH:23][C:22]([Br:26])=[CH:21][C:20]=3[F:27])[C:9]=2[C:10](Cl)=[N:11][CH:12]=1)=[O:6])[CH3:3], predict the reaction product. The product is: [CH2:2]([O:4][C:5]([C:7]1[C:8]2[S:16][CH:15]=[C:14]([CH2:17][O:18][C:19]3[C:24]([F:25])=[CH:23][C:22]([Br:26])=[CH:21][C:20]=3[F:27])[C:9]=2[C:10]([NH2:1])=[N:11][CH:12]=1)=[O:6])[CH3:3]. (2) Given the reactants C([O:8][C:9]1[CH:14]=[CH:13][C:12]([CH2:15][C@@H:16]([O:22][CH2:23][CH3:24])[C:17]([O:19][CH2:20][CH3:21])=[O:18])=[CH:11][CH:10]=1)C1C=CC=CC=1.[H][H], predict the reaction product. The product is: [CH2:23]([O:22][C@H:16]([CH2:15][C:12]1[CH:11]=[CH:10][C:9]([OH:8])=[CH:14][CH:13]=1)[C:17]([O:19][CH2:20][CH3:21])=[O:18])[CH3:24]. (3) Given the reactants Br[C:2]1[CH:10]=[C:9]2[C:5]([CH2:6][C:7](=[O:12])[N:8]2[CH3:11])=[CH:4][CH:3]=1.[CH3:13][N:14](C=O)C, predict the reaction product. The product is: [CH3:11][N:8]1[C:9]2[C:5](=[CH:4][CH:3]=[C:2]([C:13]#[N:14])[CH:10]=2)[CH2:6][C:7]1=[O:12]. (4) Given the reactants C([O:3][C:4](=O)[CH2:5][S:6][CH2:7][C:8]1[C:16]2[C:15]3[CH:17]=[CH:18][C:19]([Cl:21])=[CH:20][C:14]=3[O:13][C:12]=2[CH:11]=[CH:10][CH:9]=1)C.CO.[NH3:25], predict the reaction product. The product is: [Cl:21][C:19]1[CH:18]=[CH:17][C:15]2[C:16]3[C:8]([CH2:7][S:6][CH2:5][C:4]([NH2:25])=[O:3])=[CH:9][CH:10]=[CH:11][C:12]=3[O:13][C:14]=2[CH:20]=1.